This data is from Catalyst prediction with 721,799 reactions and 888 catalyst types from USPTO. The task is: Predict which catalyst facilitates the given reaction. Reactant: [CH2:1]([C:3]1[C:11]2[C:6](=[CH:7][CH:8]=[CH:9][C:10]=2[NH:12][C:13]([C:15]2[N:19]3[CH:20]=[CH:21][CH:22]=[CH:23][C:18]3=[N:17][CH:16]=2)=[O:14])[N:5]([CH2:24][C:25]2[CH:30]=[CH:29][CH:28]=[C:27]([O:31][CH2:32][CH2:33][N:34]3[CH2:39][CH2:38][NH:37][CH2:36][CH2:35]3)[N:26]=2)[N:4]=1)[CH3:2].[BH-](OC(C)=O)(OC(C)=O)O[C:42](C)=O.[Na+].C=O. Product: [CH2:1]([C:3]1[C:11]2[C:6](=[CH:7][CH:8]=[CH:9][C:10]=2[NH:12][C:13]([C:15]2[N:19]3[CH:20]=[CH:21][CH:22]=[CH:23][C:18]3=[N:17][CH:16]=2)=[O:14])[N:5]([CH2:24][C:25]2[CH:30]=[CH:29][CH:28]=[C:27]([O:31][CH2:32][CH2:33][N:34]3[CH2:35][CH2:36][N:37]([CH3:42])[CH2:38][CH2:39]3)[N:26]=2)[N:4]=1)[CH3:2]. The catalyst class is: 5.